Dataset: Forward reaction prediction with 1.9M reactions from USPTO patents (1976-2016). Task: Predict the product of the given reaction. (1) The product is: [NH2:7][CH:8]1[CH2:9][CH2:10][CH2:11][C:12]2[CH:13]=[C:14]([CH:18]=[CH:19][C:20]#[N:21])[CH:15]=[CH:16][C:17]1=2. Given the reactants C(OC(=O)[NH:7][CH:8]1[C:17]2[C:12](=[CH:13][C:14]([CH:18]=[CH:19][C:20]#[N:21])=[CH:15][CH:16]=2)[CH2:11][CH2:10][CH2:9]1)(C)(C)C.C(O)(C(F)(F)F)=O, predict the reaction product. (2) Given the reactants Cl.C([N:9]1[CH2:14][CH2:13][N:12]([C:15]2[CH:20]=[CH:19][C:18]([N:21]3[CH2:26][CH2:25][N:24]([C:27]([O:29][C:30]([CH3:33])([CH3:32])[CH3:31])=[O:28])[CH2:23][CH2:22]3)=[CH:17][CH:16]=2)[CH2:11][CH2:10]1)C1C=CC=CC=1.C(=O)([O-])[O-].[K+].[K+].[C:48](O[C:48]([O:50][C:51]([CH3:54])([CH3:53])[CH3:52])=[O:49])([O:50][C:51]([CH3:54])([CH3:53])[CH3:52])=[O:49], predict the reaction product. The product is: [C:30]([O:29][C:27]([N:24]1[CH2:25][CH2:26][N:21]([C:18]2[CH:19]=[CH:20][C:15]([N:12]3[CH2:13][CH2:14][N:9]([C:48]([O:50][C:51]([CH3:52])([CH3:53])[CH3:54])=[O:49])[CH2:10][CH2:11]3)=[CH:16][CH:17]=2)[CH2:22][CH2:23]1)=[O:28])([CH3:33])([CH3:31])[CH3:32]. (3) The product is: [Cl:28][C:27]1[CH:26]=[C:25]2[C:21]([CH:22]=[N:23][NH:24]2)=[CH:20][C:19]=1[NH:18][C:11](=[O:13])[C:10]1[CH:14]=[CH:15][CH:16]=[CH:17][C:9]=1[NH:8][CH2:7][C:4]1[CH:3]=[CH:2][N:1]=[CH:6][CH:5]=1. Given the reactants [N:1]1[CH:6]=[CH:5][C:4]([CH2:7][NH:8][C:9]2[CH:17]=[CH:16][CH:15]=[CH:14][C:10]=2[C:11]([OH:13])=O)=[CH:3][CH:2]=1.[NH2:18][C:19]1[CH:20]=[C:21]2[C:25](=[CH:26][C:27]=1[Cl:28])[NH:24][N:23]=[CH:22]2.CN1CCOCC1.F[P-](F)(F)(F)(F)F.N1(OC(N(C)C)=[N+](C)C)C2N=CC=CC=2N=N1, predict the reaction product. (4) Given the reactants C(OC([N:8]1[C:16]2[C:11](=[C:12]([CH3:34])[C:13]([O:17][CH2:18][C:19]3[CH:23]=[C:22]([C:24]([F:27])([F:26])[F:25])[N:21]([C:28]4[CH:33]=[CH:32][CH:31]=[CH:30][CH:29]=4)[N:20]=3)=[CH:14][CH:15]=2)[CH2:10][CH2:9]1)=O)(C)(C)C, predict the reaction product. The product is: [CH3:34][C:12]1[C:13]([O:17][CH2:18][C:19]2[CH:23]=[C:22]([C:24]([F:25])([F:26])[F:27])[N:21]([C:28]3[CH:33]=[CH:32][CH:31]=[CH:30][CH:29]=3)[N:20]=2)=[CH:14][CH:15]=[C:16]2[C:11]=1[CH2:10][CH2:9][NH:8]2. (5) Given the reactants [Br:1][C:2]1[CH:6]=[N:5][N:4]([CH3:7])[C:3]=1[C:8]1[CH:9]=C(N)[CH:11]=[C:12]([N+:14]([O-:16])=[O:15])[CH:13]=1.[H-].[Na+].CI.[CH3:22][N:23]([CH:25]=O)[CH3:24], predict the reaction product. The product is: [Br:1][C:2]1[CH:6]=[N:5][N:4]([CH3:7])[C:3]=1[C:8]1[CH:9]=[C:25]([N:23]([CH3:24])[CH3:22])[CH:11]=[C:12]([N+:14]([O-:16])=[O:15])[CH:13]=1. (6) Given the reactants Br[CH2:2][C:3]([O:5][CH3:6])=[O:4].C(=O)([O-])[O-].[K+].[K+].[C:13]([O:17][C:18]([N:20]1[CH2:24][CH2:23][CH:22]([C:25]2[CH:30]=[CH:29][C:28]([S:31]([C:34]3[CH:39]=[CH:38][CH:37]=[C:36]([F:40])[CH:35]=3)(=[O:33])=[O:32])=[CH:27][C:26]=2[OH:41])[CH2:21]1)=[O:19])([CH3:16])([CH3:15])[CH3:14], predict the reaction product. The product is: [C:13]([O:17][C:18]([N:20]1[CH2:24][CH2:23][CH:22]([C:25]2[CH:30]=[CH:29][C:28]([S:31]([C:34]3[CH:39]=[CH:38][CH:37]=[C:36]([F:40])[CH:35]=3)(=[O:33])=[O:32])=[CH:27][C:26]=2[O:41][CH2:2][C:3]([O:5][CH3:6])=[O:4])[CH2:21]1)=[O:19])([CH3:16])([CH3:14])[CH3:15]. (7) Given the reactants [H-].[Na+].[F:3][C:4]1[CH:9]=[CH:8][CH:7]=[CH:6][C:5]=1O.Cl[C:12]1[CH:17]=[CH:16][C:15]([C:18]2[S:19][C:20]3[N:21]=[CH:22][N:23]=[CH:24][C:25]=3[N:26]=2)=[CH:14][C:13]=1[C:27]#[N:28].O.C[S:31](C)=O, predict the reaction product. The product is: [C:27]([C:13]1[CH:14]=[C:15]([C:18]2[S:19][C:20]3[N:21]=[CH:22][N:23]=[CH:24][C:25]=3[N:26]=2)[CH:16]=[CH:17][C:12]=1[S:31][C:5]1[CH:6]=[CH:7][CH:8]=[CH:9][C:4]=1[F:3])#[N:28]. (8) Given the reactants C(=O)([O-])[O-].[K+].[K+].[CH2:7]([O:14][C:15]1[CH:20]=[CH:19][C:18]([N:21]([CH2:32][C@H:33]([OH:35])[CH3:34])[C:22]([C:24]2[C:25]([Cl:31])=[N:26][CH:27]=[N:28][C:29]=2Cl)=[O:23])=[CH:17][C:16]=1[F:36])[C:8]1[CH:13]=[CH:12][CH:11]=[CH:10][CH:9]=1, predict the reaction product. The product is: [CH2:7]([O:14][C:15]1[CH:20]=[CH:19][C:18]([N:21]2[C:22](=[O:23])[C:24]3[C:25]([Cl:31])=[N:26][CH:27]=[N:28][C:29]=3[O:35][C@H:33]([CH3:34])[CH2:32]2)=[CH:17][C:16]=1[F:36])[C:8]1[CH:13]=[CH:12][CH:11]=[CH:10][CH:9]=1.